This data is from Peptide-MHC class I binding affinity with 185,985 pairs from IEDB/IMGT. The task is: Regression. Given a peptide amino acid sequence and an MHC pseudo amino acid sequence, predict their binding affinity value. This is MHC class I binding data. (1) The peptide sequence is AELLPDTTY. The MHC is HLA-B18:01 with pseudo-sequence HLA-B18:01. The binding affinity (normalized) is 0.348. (2) The peptide sequence is APVESMALF. The MHC is HLA-B15:17 with pseudo-sequence HLA-B15:17. The binding affinity (normalized) is 0.110. (3) The peptide sequence is SQYDPKELL. The MHC is HLA-B58:01 with pseudo-sequence HLA-B58:01. The binding affinity (normalized) is 0.213.